This data is from Full USPTO retrosynthesis dataset with 1.9M reactions from patents (1976-2016). The task is: Predict the reactants needed to synthesize the given product. Given the product [Br:12][C:13]1[N:17]2[N:18]=[C:19]([O:6][CH2:5][C:4]3[CH:7]=[CH:8][CH:9]=[C:2]([F:1])[CH:3]=3)[CH:20]=[CH:21][C:16]2=[N:15][CH:14]=1, predict the reactants needed to synthesize it. The reactants are: [F:1][C:2]1[CH:3]=[C:4]([CH:7]=[CH:8][CH:9]=1)[CH2:5][OH:6].[H-].[Na+].[Br:12][C:13]1[N:17]2[N:18]=[C:19](Cl)[CH:20]=[CH:21][C:16]2=[N:15][CH:14]=1.[Cl-].[NH4+].